Dataset: Reaction yield outcomes from USPTO patents with 853,638 reactions. Task: Predict the reaction yield, written as a fraction of the theoretical maximum amount of product (1.0 means a 100% yield; for example, 0.34 means a 34% yield). (1) The reactants are [CH:1]1([CH:7]([NH:22][C:23]2[CH:28]=[CH:27][C:26]([C:29]([NH:31][CH2:32][CH2:33][C:34]([O:36][CH2:37][CH3:38])=[O:35])=[O:30])=[CH:25][CH:24]=2)[C:8]2[CH:12]=[C:11]([C:13]3[CH:18]=[CH:17][CH:16]=[CH:15][CH:14]=3)[O:10][C:9]=2[CH2:19][S:20][CH3:21])[CH2:6][CH2:5][CH2:4][CH2:3][CH2:2]1.[OH:39]OS([O-])=O.[K+]. The catalyst is CO.O. The product is [CH:1]1([CH:7]([NH:22][C:23]2[CH:24]=[CH:25][C:26]([C:29]([NH:31][CH2:32][CH2:33][C:34]([O:36][CH2:37][CH3:38])=[O:35])=[O:30])=[CH:27][CH:28]=2)[C:8]2[CH:12]=[C:11]([C:13]3[CH:14]=[CH:15][CH:16]=[CH:17][CH:18]=3)[O:10][C:9]=2[CH2:19][S:20]([CH3:21])=[O:39])[CH2:6][CH2:5][CH2:4][CH2:3][CH2:2]1. The yield is 0.790. (2) The catalyst is O.C1C=CC([P]([Pd]([P](C2C=CC=CC=2)(C2C=CC=CC=2)C2C=CC=CC=2)([P](C2C=CC=CC=2)(C2C=CC=CC=2)C2C=CC=CC=2)[P](C2C=CC=CC=2)(C2C=CC=CC=2)C2C=CC=CC=2)(C2C=CC=CC=2)C2C=CC=CC=2)=CC=1. The reactants are FC(F)(F)S(O[C:7]1[C:16]2[C:11](=[CH:12][CH:13]=[C:14]([O:17][CH3:18])[N:15]=2)[N:10]=[CH:9][CH:8]=1)(=O)=O.C([O-])([O-])=O.[K+].[K+].CO[CH2:29][CH2:30]OC. The product is [CH:29]([C:7]1[CH:8]=[CH:9][N:10]=[C:11]2[C:16]=1[N:15]=[C:14]([O:17][CH3:18])[CH:13]=[CH:12]2)=[CH2:30]. The yield is 0.810. (3) The reactants are Cl[C:2]1[C:3]2[N:10]([CH3:11])[CH:9]=[CH:8][C:4]=2[N:5]=[CH:6][N:7]=1.[OH-:12].[Na+]. The catalyst is Cl. The product is [CH3:11][N:10]1[C:3]2[C:2]([OH:12])=[N:7][CH:6]=[N:5][C:4]=2[CH:8]=[CH:9]1. The yield is 0.880. (4) The reactants are [CH2:1]([C:3]1([CH2:10][CH3:11])[CH2:8][CH:7]([OH:9])[CH2:6][CH2:5][O:4]1)[CH3:2].C[N+]1([O-])CCOCC1. The catalyst is C(Cl)Cl.CCC[N+](CCC)(CCC)CCC.[O-][Ru](=O)(=O)=O. The product is [CH2:10]([C:3]1([CH2:1][CH3:2])[CH2:8][C:7](=[O:9])[CH2:6][CH2:5][O:4]1)[CH3:11]. The yield is 0.730. (5) The reactants are I[C:2]1[CH:7]=[CH:6][C:5]([N:8]([CH2:21][C:22]2[CH:27]=[CH:26][CH:25]=[C:24]([O:28][CH:29]3[CH2:34][CH2:33][CH2:32][CH2:31][O:30]3)[CH:23]=2)[S:9]([C:12]2[C:17]([CH3:18])=[CH:16][C:15]([CH3:19])=[CH:14][C:13]=2[CH3:20])(=[O:11])=[O:10])=[CH:4][CH:3]=1.C[O:36][C:37](=[O:40])[CH:38]=[CH2:39].C(N(CC)CC)C.O. The catalyst is CN(C)C=O. The product is [O:30]1[CH2:31][CH2:32][CH2:33][CH2:34][CH:29]1[O:28][C:24]1[CH:23]=[C:22]([CH:27]=[CH:26][CH:25]=1)[CH2:21][N:8]([S:9]([C:12]1[C:17]([CH3:18])=[CH:16][C:15]([CH3:19])=[CH:14][C:13]=1[CH3:20])(=[O:11])=[O:10])[C:5]1[CH:4]=[CH:3][C:2]([CH:39]=[CH:38][C:37]([OH:40])=[O:36])=[CH:7][CH:6]=1. The yield is 0.940. (6) The reactants are [N:1]1[CH:6]=[CH:5][CH:4]=[CH:3][C:2]=1[C:7]1[CH2:8][CH2:9][N:10]([CH2:13][CH2:14][CH2:15][NH2:16])[CH2:11][CH:12]=1. The product is [NH2:16][CH2:15][CH2:14][CH2:13][N:10]1[CH2:11][CH2:12][CH:7]([C:2]2[CH:3]=[CH:4][CH:5]=[CH:6][N:1]=2)[CH2:8][CH2:9]1. The catalyst is [OH-].[OH-].[Pd+2].CO. The yield is 0.910. (7) The reactants are CI.[CH3:3][O:4][C:5]1[CH:35]=[CH:34][C:8]([CH2:9][NH:10][C:11]([C:13]2[CH:14]=[C:15]3[C:20](=[CH:21][CH:22]=2)[NH:19][C:18](=[O:23])[N:17]([CH2:24][C:25]2[CH:30]=[CH:29][C:28]([O:31][CH3:32])=[CH:27][CH:26]=2)[C:16]3=[O:33])=[O:12])=[CH:7][CH:6]=1.[CH3:36]N(C)C=O.C([O-])([O-])=O.[K+].[K+]. The catalyst is CS(C)=O. The product is [CH3:3][O:4][C:5]1[CH:6]=[CH:7][C:8]([CH2:9][NH:10][C:11]([C:13]2[CH:14]=[C:15]3[C:20](=[CH:21][CH:22]=2)[N:19]([CH3:36])[C:18](=[O:23])[N:17]([CH2:24][C:25]2[CH:30]=[CH:29][C:28]([O:31][CH3:32])=[CH:27][CH:26]=2)[C:16]3=[O:33])=[O:12])=[CH:34][CH:35]=1. The yield is 0.944. (8) The reactants are [O:1]1[CH2:5][CH2:4][CH2:3][CH:2]1[CH2:6][OH:7].CC([O-])(C)C.[K+].[C:14]([S:18]([C:21]1[CH:22]=[C:23]2[C:28](=[CH:29][C:30]=1Cl)[N:27]=[CH:26][N:25]=[C:24]2[NH:32][C:33]1[C:37]([CH3:38])=[C:36]([CH3:39])[NH:35][N:34]=1)(=[O:20])=[O:19])([CH3:17])([CH3:16])[CH3:15]. The catalyst is CN(C=O)C. The product is [C:14]([S:18]([C:21]1[CH:22]=[C:23]2[C:28](=[CH:29][C:30]=1[O:7][CH2:6][CH:2]1[CH2:3][CH2:4][CH2:5][O:1]1)[N:27]=[CH:26][N:25]=[C:24]2[NH:32][C:33]1[C:37]([CH3:38])=[C:36]([CH3:39])[NH:35][N:34]=1)(=[O:20])=[O:19])([CH3:17])([CH3:16])[CH3:15]. The yield is 0.350. (9) The reactants are [OH-].[K+].[Cl:3][C:4]1[CH:9]=[CH:8][C:7]([C:10]2[O:11][C:12]3[CH:23]=[C:22]([N:24](CS(C)(=O)=O)[S:25]([CH3:28])(=[O:27])=[O:26])[C:21]([CH:34]4[CH2:36][CH2:35]4)=[CH:20][C:13]=3[C:14]=2[C:15]([O:17]CC)=[O:16])=[CH:6][CH:5]=1. The catalyst is C(O)C.O. The product is [CH:34]1([C:21]2[C:22]([NH:24][S:25]([CH3:28])(=[O:27])=[O:26])=[CH:23][C:12]3[O:11][C:10]([C:7]4[CH:8]=[CH:9][C:4]([Cl:3])=[CH:5][CH:6]=4)=[C:14]([C:15]([OH:17])=[O:16])[C:13]=3[CH:20]=2)[CH2:35][CH2:36]1. The yield is 1.00. (10) The reactants are C([O:3][C:4]([C:6]12[CH2:13][C:10]([C:14](=O)[NH:15][C:16]3[C:17](=[O:30])[N:18]([CH2:27][CH2:28][CH3:29])[C:19](=[O:26])[N:20]([CH2:23][CH2:24][CH3:25])[C:21]=3[NH2:22])([CH2:11][CH2:12]1)[CH2:9][CH2:8][CH2:7]2)=[O:5])C. The catalyst is [OH-].[Na+].CO. The product is [O:26]=[C:19]1[N:20]([CH2:23][CH2:24][CH3:25])[C:21]2[N:22]=[C:14]([C:10]34[CH2:13][C:6]([C:4]([OH:3])=[O:5])([CH2:12][CH2:11]3)[CH2:7][CH2:8][CH2:9]4)[NH:15][C:16]=2[C:17](=[O:30])[N:18]1[CH2:27][CH2:28][CH3:29]. The yield is 0.420.